Dataset: Catalyst prediction with 721,799 reactions and 888 catalyst types from USPTO. Task: Predict which catalyst facilitates the given reaction. Reactant: ClC(Cl)(O[C:5](=[O:11])OC(Cl)(Cl)Cl)Cl.[NH2:13][C:14]1[C:15]([F:34])=[C:16]([CH:31]=[CH:32][CH:33]=1)[CH2:17][N:18]1[CH2:23][CH2:22][N:21]([C:24]([O:26][C:27]([CH3:30])([CH3:29])[CH3:28])=[O:25])[CH2:20][CH2:19]1.CCN(C(C)C)C(C)C.[NH2:44][C:45]1[CH:50]=[CH:49][N:48]=[C:47]([CH3:51])[CH:46]=1. Product: [F:34][C:15]1[C:14]([NH:13][C:5]([NH:44][C:45]2[CH:50]=[CH:49][N:48]=[C:47]([CH3:51])[CH:46]=2)=[O:11])=[CH:33][CH:32]=[CH:31][C:16]=1[CH2:17][N:18]1[CH2:19][CH2:20][N:21]([C:24]([O:26][C:27]([CH3:30])([CH3:29])[CH3:28])=[O:25])[CH2:22][CH2:23]1. The catalyst class is: 49.